From a dataset of Experimentally validated miRNA-target interactions with 360,000+ pairs, plus equal number of negative samples. Binary Classification. Given a miRNA mature sequence and a target amino acid sequence, predict their likelihood of interaction. (1) The miRNA is hsa-miR-670-3p with sequence UUUCCUCAUAUUCAUUCAGGA. The protein sequence of the target gene is MEVRKLSISWQFLIVLVLILQILSALDFDPYRVLGVSRTASQADIKKAYKKLAREWHPDKNKDPGAEDKFIQISKAYEILSNEEKRSNYDQYGDAGENQGYQKQQQQREYRFRHFHENFYFDESFFHFPFNSERRDSIDEKYLLHFSHYVNEVVPDSFKKPYLIKITSDWCFSCIHIEPVWKEVIQELEELGVGIGVVHAGYERRLAHHLGAHSTPSILGIINGKISFFHNAVVRENLRQFVESLLPGNLVEKVTNKNYVRFLSGWQQENKPHVLLFDQTPIVPLLYKLTAFAYKDYLSF.... Result: 0 (no interaction). (2) The miRNA is mmu-miR-3068-5p with sequence UUGGAGUUCAUGCAAGUUCUAACC. The protein sequence of the target gene is MVNSLLFGEMALAFGCPPGGGGCAGGGGGGGAGPGPSPVTAALRDDLGSNIHLLKGLNVRFRCFLAKVHELERRNRLLEKQLEQQQSERDRRLRYKTFSREQAVQTGPELLRPSAAGSGQALGAATGVNANAVALGGLPPGGGSHPQHYGRLPGTIWSYTQVRRTGGGGVETVQGPGVSWVHPDGVGVQIDTITPEIRALYNVLAKVKRERDEYKRRWEEELAKRMNLQTMVDTLQEAAQEAEAIQEEMNEKIERLKAELVVFKGLMSDPMTDLDTKIQEKAMKVDMDICRRIDITAKLC.... Result: 1 (interaction). (3) The miRNA is mmu-miR-7b-5p with sequence UGGAAGACUUGUGAUUUUGUUGUU. The protein sequence of the target gene is MSCVHYKFSSKLNYDTVTFDGLHISLCDLKKQIMGREKLKAADSDLQITNAQTKEEYTDDNALIPKNSSVIVRRIPIGGVKSTSKTYVISRTEPVMGTTKAIDDASASISLAQLTKTANLAEANASEEDKIKAMMSQSGHEYDPINYMKKTLVGPPPPSYTCFRCGKPGHYIKNCPTNGDKNFESGPRIKKSTGIPRSFMMEVKDPNMKGAMLTNTGKYAIPTIDAEAYAIGKKEKPPFLPEEPSSSSEEDDPIPDELLCLICKDIMTDAVVIPCCGNSYCDECIRTALLESDEHTCPTC.... Result: 1 (interaction).